From a dataset of Catalyst prediction with 721,799 reactions and 888 catalyst types from USPTO. Predict which catalyst facilitates the given reaction. (1) Reactant: [CH3:1][N:2]1[C@@H:19]2[CH2:20][C:7]3[CH:8]=[CH:9][C:10]([O:22][CH3:23])=[C:11]4[O:12][C@H:13]5[C:14]([CH2:16][CH2:17][C@:18]2([OH:21])[C@:5]5([C:6]=34)[CH2:4][CH2:3]1)=[O:15].C(O)(=O)C.[ClH:28]. Product: [CH3:1][N:2]1[C@@H:19]2[CH2:20][C:7]3[CH:8]=[CH:9][C:10]([O:22][CH3:23])=[C:11]4[O:12][C@H:13]5[C:14]([CH2:16][CH2:17][C@:18]2([OH:21])[C@:5]5([C:6]=34)[CH2:4][CH2:3]1)=[O:15].[ClH:28]. The catalyst class is: 6. (2) Reactant: [CH:1]([C:3]1[CH:4]=[C:5]([N:9]2[CH:13]=[N:12][N:11]=[N:10]2)[CH:6]=[CH:7][CH:8]=1)=[CH2:2].C1C=C(Cl)C=C(C(OO)=[O:22])C=1. Product: [O:22]1[CH2:2][CH:1]1[C:3]1[CH:4]=[C:5]([N:9]2[CH:13]=[N:12][N:11]=[N:10]2)[CH:6]=[CH:7][CH:8]=1. The catalyst class is: 2. (3) Reactant: [CH2:1]([O:3][C:4]([C:6]1[C:7]([CH3:19])=[C:8]([C:12]([O:14][C:15]([CH3:18])([CH3:17])[CH3:16])=[O:13])[NH:9][C:10]=1[CH3:11])=[O:5])[CH3:2].C(O)(=[O:22])C.O.[N+]([O-])(O)=O.[N+]([O-])(O)=O.[N+]([O-])(O)=O.[N+]([O-])(O)=O.[N+]([O-])(O)=O.[N+]([O-])(O)=O.[Ce]. Product: [CH2:1]([O:3][C:4]([C:6]1[C:7]([CH3:19])=[C:8]([C:12]([O:14][C:15]([CH3:18])([CH3:17])[CH3:16])=[O:13])[NH:9][C:10]=1[CH:11]=[O:22])=[O:5])[CH3:2]. The catalyst class is: 7. (4) Reactant: [NH:1]1[C:5]2=[N:6][CH:7]=[CH:8][CH:9]=[C:4]2[CH:3]=[CH:2]1.C1N2CN3CN(C2)CN1C3.C[C:21](O)=[O:22]. Product: [NH:1]1[C:5]2=[N:6][CH:7]=[CH:8][CH:9]=[C:4]2[C:3]([CH:21]=[O:22])=[CH:2]1. The catalyst class is: 6. (5) Reactant: C(N(C(C)C)CC)(C)C.Cl[C:11](Cl)([O:13]C(=O)OC(Cl)(Cl)Cl)Cl.[NH2:22][CH2:23][CH:24]([C:26]1[CH:31]=[CH:30][C:29]([CH3:32])=[CH:28][CH:27]=1)[OH:25]. Product: [CH3:32][C:29]1[CH:30]=[CH:31][C:26]([CH:24]2[O:25][C:11](=[O:13])[NH:22][CH2:23]2)=[CH:27][CH:28]=1. The catalyst class is: 2. (6) Reactant: [Si:1]([O:8][CH2:9][CH:10]1[CH2:21][CH2:20][C:13]2([CH2:18][CH2:17][CH:16]([OH:19])[CH2:15][CH2:14]2)[CH2:12][CH2:11]1)([C:4]([CH3:7])([CH3:6])[CH3:5])([CH3:3])[CH3:2].[H-].[Na+].I[CH3:25].Cl. Product: [C:4]([Si:1]([O:8][CH2:9][CH:10]1[CH2:21][CH2:20][C:13]2([CH2:14][CH2:15][CH:16]([O:19][CH3:25])[CH2:17][CH2:18]2)[CH2:12][CH2:11]1)([CH3:3])[CH3:2])([CH3:7])([CH3:6])[CH3:5]. The catalyst class is: 9. (7) Reactant: [Cl:1][C:2]1[C:7]([CH2:8][OH:9])=[CH:6][C:5]([Cl:10])=[CH:4][N:3]=1.[H-].[Na+].[CH3:13]I. Product: [Cl:1][C:2]1[C:7]([CH2:8][O:9][CH3:13])=[CH:6][C:5]([Cl:10])=[CH:4][N:3]=1. The catalyst class is: 3.